Dataset: Forward reaction prediction with 1.9M reactions from USPTO patents (1976-2016). Task: Predict the product of the given reaction. (1) Given the reactants C([O:8][C:9]1[C:14]([CH3:15])=[CH:13][C:12]([CH2:16][C@@H:17]([O:35][C:36]([N:38]2[CH2:43][CH2:42][CH:41]([N:44]3[CH2:50][CH2:49][C:48]4[CH:51]=[CH:52][CH:53]=[CH:54][C:47]=4[NH:46][C:45]3=[O:55])[CH2:40][CH2:39]2)=[O:37])[C:18]([N:20]2[CH2:25][CH2:24][CH:23]([N:26]3[CH2:31][CH2:30][CH:29]([C:32]([OH:34])=[O:33])[CH2:28][CH2:27]3)[CH2:22][CH2:21]2)=[O:19])=[CH:11][C:10]=1[CH3:56])C1C=CC=CC=1.[H][H], predict the reaction product. The product is: [OH:8][C:9]1[C:14]([CH3:15])=[CH:13][C:12]([CH2:16][C@@H:17]([O:35][C:36]([N:38]2[CH2:39][CH2:40][CH:41]([N:44]3[CH2:50][CH2:49][C:48]4[CH:51]=[CH:52][CH:53]=[CH:54][C:47]=4[NH:46][C:45]3=[O:55])[CH2:42][CH2:43]2)=[O:37])[C:18]([N:20]2[CH2:21][CH2:22][CH:23]([N:26]3[CH2:31][CH2:30][CH:29]([C:32]([OH:34])=[O:33])[CH2:28][CH2:27]3)[CH2:24][CH2:25]2)=[O:19])=[CH:11][C:10]=1[CH3:56]. (2) Given the reactants [C:1](O)([C:3](F)(F)F)=[O:2].ClCCl.CCN=C=N[CH2:16][CH2:17][CH2:18][N:19](C)C.[F:22][C:23]1[CH:28]=[C:27]([F:29])[CH:26]=[CH:25][C:24]=1[C:30]1[C:34]([C:35]([OH:37])=O)=[C:33]([CH3:38])[O:32][N:31]=1, predict the reaction product. The product is: [C:3]1([C:1]([NH:19][CH2:18][C@@H:17]2[CH2:16][CH2:33][CH2:34][C@H:30]([NH:31][C:35]([C:34]3[C:30]([C:24]4[CH:25]=[CH:26][C:27]([F:29])=[CH:28][C:23]=4[F:22])=[N:31][O:32][C:33]=3[CH3:38])=[O:37])[CH2:24]2)=[O:2])[CH:23]=[CH:28][CH:27]=[CH:26][CH:25]=1. (3) Given the reactants [CH3:1][O:2][C:3](=[O:15])[C:4]([CH2:12][C:13]#[N:14])([CH2:9][CH2:10][CH3:11])[C:5]([O:7]C)=[O:6].C(O)C(N)(CO)CO.[OH-].[Na+].S(=O)(=O)(O)O.O=[Si]=O, predict the reaction product. The product is: [CH3:1][O:2][C:3](=[O:15])[C@:4]([CH2:12][C:13]#[N:14])([CH2:9][CH2:10][CH3:11])[C:5]([OH:7])=[O:6]. (4) Given the reactants [CH2:1]([O:3][C:4]([C:6]1[N:7]=[C:8](I)[O:9][C:10]=1[C:11]1[CH:16]=[CH:15][C:14]([N:17]2[CH2:22][CH2:21][N:20]([C:23]([O:25][C:26]([CH3:29])([CH3:28])[CH3:27])=[O:24])[CH2:19][CH2:18]2)=[CH:13][CH:12]=1)=[O:5])[CH3:2].[NH2:31][C:32]1[C:33]([CH3:38])=[CH:34][CH:35]=[CH:36][CH:37]=1.C1(P(C2CCCCC2)C2C=CC=CC=2C2C(C(C)C)=CC(C(C)C)=CC=2C(C)C)CCCCC1.C(=O)([O-])[O-].[K+].[K+], predict the reaction product. The product is: [C:33]1([CH3:38])[C:32]([NH:31][C:8]2[O:9][C:10]([C:11]3[CH:16]=[CH:15][C:14]([N:17]4[CH2:22][CH2:21][N:20]([C:23]([O:25][C:26]([CH3:29])([CH3:28])[CH3:27])=[O:24])[CH2:19][CH2:18]4)=[CH:13][CH:12]=3)=[C:6]([C:4]([O:3][CH2:1][CH3:2])=[O:5])[N:7]=2)=[CH:37][CH:36]=[CH:35][CH:34]=1.